From a dataset of Experimental lipophilicity measurements (octanol/water distribution) for 4,200 compounds from AstraZeneca. Regression/Classification. Given a drug SMILES string, predict its absorption, distribution, metabolism, or excretion properties. Task type varies by dataset: regression for continuous measurements (e.g., permeability, clearance, half-life) or binary classification for categorical outcomes (e.g., BBB penetration, CYP inhibition). For this dataset (lipophilicity_astrazeneca), we predict Y. (1) The molecule is COc1cc2c(Nc3ncc(NC(=O)c4ccccc4)cn3)ncnc2cc1OCCCN1CCOCC1. The Y is 2.32 logD. (2) The compound is Nc1nc2cc3c(cc2s1)CCN(Cc1cccc(F)c1)CC3. The Y is 3.30 logD. (3) The Y is 2.01 logD. The compound is CN[C@@H](C)C(=O)N[C@H](C(=O)N[C@H]1CCCN(Cc2ccccc2)C1)C1CCCCC1. (4) The molecule is C[C@@H]1CN(C(=O)OC(C)(C)C)CCN1c1ncc(OCc2ccc(S(C)(=O)=O)cc2F)cn1. The Y is 3.70 logD. (5) The drug is C[C@@H]1C2CCCC1(c1cccc(O)c1)CCN2C. The Y is 0.520 logD. (6) The drug is O=C(O)c1cc2cc(C(F)(F)F)ccc2n1Cc1ccc(Cl)c(Cl)c1. The Y is 3.07 logD. (7) The drug is NNC(=O)c1ccncc1. The Y is -0.570 logD.